This data is from Forward reaction prediction with 1.9M reactions from USPTO patents (1976-2016). The task is: Predict the product of the given reaction. (1) Given the reactants [OH:1][C:2]1[CH:7]=[C:6]([CH3:8])[O:5][C:4](=[O:9])[C:3]=1[C:10]([OH:12])=[O:11].[CH3:13][C:14](O)([CH3:16])[CH3:15].CCN=C=NCCCN(C)C.O, predict the reaction product. The product is: [OH:1][C:2]1[CH:7]=[C:6]([CH3:8])[O:5][C:4](=[O:9])[C:3]=1[C:10]([O:12][C:14]([CH3:16])([CH3:15])[CH3:13])=[O:11]. (2) The product is: [F:1][C:2]1[CH:7]=[CH:6][C:5]([S:8][C:9]2[N:10]=[C:11]([NH:19][C:27]3[CH:28]=[CH:29][NH:30][N:31]=3)[C:12]3[CH:17]=[CH:16][N:15]([CH3:18])[C:13]=3[N:14]=2)=[CH:4][CH:3]=1. Given the reactants [F:1][C:2]1[CH:7]=[CH:6][C:5]([S:8][C:9]2[N:10]=[C:11]([N:19]([C:27]3[N:31](CC4C=CC(OC)=CC=4)[N:30]=[CH:29][CH:28]=3)C(=O)OC(C)(C)C)[C:12]3[CH:17]=[CH:16][N:15]([CH3:18])[C:13]=3[N:14]=2)=[CH:4][CH:3]=1, predict the reaction product. (3) Given the reactants C([O:3][C:4](=[O:44])[CH2:5][CH2:6][O:7][CH2:8][C:9]([NH:28][C:29](=[O:43])[CH2:30][CH2:31][NH:32][C:33]([O:35][CH2:36][C:37]1[CH:42]=[CH:41][CH:40]=[CH:39][CH:38]=1)=[O:34])([CH2:19][O:20][CH2:21][CH2:22][C:23]([O:25]CC)=[O:24])[CH2:10][O:11][CH2:12][CH2:13][C:14]([O:16]CC)=[O:15])C.[OH-].[Na+], predict the reaction product. The product is: [CH2:36]([O:35][C:33]([NH:32][CH2:31][CH2:30][C:29]([NH:28][C:9]([CH2:19][O:20][CH2:21][CH2:22][C:23]([OH:25])=[O:24])([CH2:10][O:11][CH2:12][CH2:13][C:14]([OH:16])=[O:15])[CH2:8][O:7][CH2:6][CH2:5][C:4]([OH:44])=[O:3])=[O:43])=[O:34])[C:37]1[CH:38]=[CH:39][CH:40]=[CH:41][CH:42]=1. (4) Given the reactants [CH3:1][C:2]([NH2:9])([CH2:5][CH:6]([CH3:8])[CH3:7])[CH2:3][NH2:4].[Cl:10][C:11]1[CH:12]=[C:13]([O:24][CH2:25][C:26]2[C:31]([F:32])=[CH:30][CH:29]=[CH:28][C:27]=2[F:33])[C:14]2[N:15]([C:17]([C:21](O)=[O:22])=[C:18]([CH3:20])[N:19]=2)[CH:16]=1.CN(C(ON1N=NC2C=CC=CC1=2)=[N+](C)C)C.[B-](F)(F)(F)F.CN1CCOCC1, predict the reaction product. The product is: [NH2:9][C:2]([CH3:1])([CH2:5][CH:6]([CH3:8])[CH3:7])[CH2:3][NH:4][C:21]([C:17]1[N:15]2[CH:16]=[C:11]([Cl:10])[CH:12]=[C:13]([O:24][CH2:25][C:26]3[C:27]([F:33])=[CH:28][CH:29]=[CH:30][C:31]=3[F:32])[C:14]2=[N:19][C:18]=1[CH3:20])=[O:22]. (5) Given the reactants Br[C:2]1[CH:28]=[CH:27][C:5]([CH2:6][S:7][C:8]2[C:18]3[CH2:17][CH2:16][N:15](C(OC(C)(C)C)=O)[CH2:14][CH2:13][C:12]=3[CH:11]=[CH:10][C:9]=2[Cl:26])=[CH:4][C:3]=1[F:29].[NH:30]1[CH2:36][CH2:35][CH2:34][CH2:33][CH2:32][CH2:31]1, predict the reaction product. The product is: [ClH:26].[N:30]1([C:2]2[CH:28]=[CH:27][C:5]([CH2:6][S:7][C:8]3[C:18]4[CH2:17][CH2:16][NH:15][CH2:14][CH2:13][C:12]=4[CH:11]=[CH:10][C:9]=3[Cl:26])=[CH:4][C:3]=2[F:29])[CH2:36][CH2:35][CH2:34][CH2:33][CH2:32][CH2:31]1.